From a dataset of Reaction yield outcomes from USPTO patents with 853,638 reactions. Predict the reaction yield, written as a fraction of the theoretical maximum amount of product (1.0 means a 100% yield; for example, 0.34 means a 34% yield). (1) The reactants are F[C:2]1[CH:3]=[C:4]2[C:9](=[CH:10][CH:11]=1)[N:8]=[C:7](Cl)[C:6]1[C:13]3[CH:14]=[CH:15][C:16](OC)=[CH:17][C:18]=3[C:19](=[O:20])[C:5]2=1.ClC1C2C3C=CC(OC)=CC=3C(=O)C=2C2C(=CC=CC=2)N=1. No catalyst specified. The product is [CH:3]1[CH:2]=[CH:11][CH:10]=[C:9]2[C:4]=1[C:5]1[C:19](=[O:20])[C:18]3[CH:17]=[CH:16][CH:15]=[CH:14][C:13]=3[C:6]=1[CH:7]=[N:8]2. The yield is 0.570. (2) The reactants are Cl[C:2]1[N:3]2[N:14]=[CH:13][C:12]([C:15]#[N:16])=[C:4]2[N:5]=[C:6]2[C:11]=1[CH2:10][CH2:9][CH2:8][CH2:7]2.[CH3:17][O:18][Na]. The catalyst is CO. The product is [CH3:17][O:18][C:2]1[N:3]2[N:14]=[CH:13][C:12]([C:15]#[N:16])=[C:4]2[N:5]=[C:6]2[C:11]=1[CH2:10][CH2:9][CH2:8][CH2:7]2. The yield is 0.210. (3) The reactants are [Br:1][C:2]1[CH:3]=[C:4]([C:11]([O:13][CH2:14][CH3:15])=[O:12])[C:5]2[CH:10]=[N:9][NH:8][C:6]=2[N:7]=1.C([O-])([O-])=O.[K+].[K+].Br[CH:23]([CH3:25])[CH3:24]. The catalyst is C(#N)C. The product is [Br:1][C:2]1[CH:3]=[C:4]([C:11]([O:13][CH2:14][CH3:15])=[O:12])[C:5]2[CH:10]=[N:9][N:8]([CH:23]([CH3:25])[CH3:24])[C:6]=2[N:7]=1. The yield is 0.583. (4) The reactants are Br[C:2]1[CH:7]=[CH:6][C:5]([S:8]([N:11]([CH2:14][CH3:15])[CH2:12][CH3:13])(=[O:10])=[O:9])=[C:4]([C:16]([F:19])([F:18])[F:17])[CH:3]=1.[C:20]([C:22]1[N:26]([CH3:27])[C:25](B(O)O)=[CH:24][CH:23]=1)#[N:21].[F-].[K+]. The catalyst is C1C=CC(/C=C/C(/C=C/C2C=CC=CC=2)=O)=CC=1.C1C=CC(/C=C/C(/C=C/C2C=CC=CC=2)=O)=CC=1.C1C=CC(/C=C/C(/C=C/C2C=CC=CC=2)=O)=CC=1.[Pd].[Pd].C(P(C(C)(C)C)C(C)(C)C)(C)(C)C. The product is [C:20]([C:22]1[N:26]([CH3:27])[C:25]([C:2]2[CH:7]=[CH:6][C:5]([S:8]([N:11]([CH2:14][CH3:15])[CH2:12][CH3:13])(=[O:10])=[O:9])=[C:4]([C:16]([F:19])([F:18])[F:17])[CH:3]=2)=[CH:24][CH:23]=1)#[N:21]. The yield is 0.460. (5) The reactants are [N:1]([CH2:4][C:5]([NH:7][C@H:8]1[C@@H:14]([OH:15])[C@H:13]([OH:16])[C@@H:12]([CH2:17][OH:18])[O:11][CH:9]1[OH:10])=[O:6])=[N+:2]=[N-:3].C(O[C:23](=[O:25])[CH3:24])(=O)C. The catalyst is N1C=CC=CC=1.CN(C1C=CN=CC=1)C.C(Cl)Cl. The product is [C:5]([O:10][CH:9]1[O:11][C@H:12]([CH2:17][O:18][C:23](=[O:25])[CH3:24])[C@@H:13]([O:16][C:12](=[O:11])[CH3:13])[C@H:14]([O:15][C:9](=[O:10])[CH3:8])[C@@H:8]1[NH:7][C:5](=[O:6])[CH2:4][N:1]=[N+:2]=[N-:3])(=[O:6])[CH3:4]. The yield is 0.950. (6) The reactants are Cl[C:2]1[N:7]=[N:6][C:5]([C:8]([C:10]2[CH:11]=[N:12][CH:13]=[CH:14][CH:15]=2)=[O:9])=[C:4]([CH3:16])[C:3]=1[CH3:17].[CH3:18][C@@H:19]1[CH2:24][NH:23][CH2:22][CH2:21][NH:20]1.C(N(CC)CC)C. The catalyst is CN1C(=O)CCC1. The product is [CH3:16][C:4]1[C:3]([CH3:17])=[C:2]([N:23]2[CH2:22][CH2:21][NH:20][C@H:19]([CH3:18])[CH2:24]2)[N:7]=[N:6][C:5]=1[C:8]([C:10]1[CH:11]=[N:12][CH:13]=[CH:14][CH:15]=1)=[O:9]. The yield is 0.900.